From a dataset of Forward reaction prediction with 1.9M reactions from USPTO patents (1976-2016). Predict the product of the given reaction. The product is: [CH3:1][O:2][C:3]1[CH:8]=[CH:7][C:6]([C:20]2[C:21]([CH3:27])=[N:22][CH:23]=[N:24][C:25]=2[CH3:26])=[C:5]([CH3:18])[CH:4]=1. Given the reactants [CH3:1][O:2][C:3]1[CH:8]=[CH:7][C:6](B2OC(C)(C)C(C)(C)O2)=[C:5]([CH3:18])[CH:4]=1.Br[C:20]1[C:21]([CH3:27])=[N:22][CH:23]=[N:24][C:25]=1[CH3:26].P([O-])([O-])([O-])=O.[K+].[K+].[K+], predict the reaction product.